From a dataset of Reaction yield outcomes from USPTO patents with 853,638 reactions. Predict the reaction yield, written as a fraction of the theoretical maximum amount of product (1.0 means a 100% yield; for example, 0.34 means a 34% yield). (1) The reactants are [CH2:1]([N:8]1[C:16]2[C:11](=[C:12]([C:17]3[CH:22]=[CH:21][C:20]([O:23][C:24]([F:27])([F:26])[F:25])=[CH:19][CH:18]=3)[CH:13]=[CH:14][CH:15]=2)[CH:10]=[CH:9]1)[C:2]1[CH:7]=[CH:6][CH:5]=[CH:4][CH:3]=1.[C:28](Cl)(=[O:32])[C:29](Cl)=[O:30].[CH2:34]([OH:36])[CH3:35]. No catalyst specified. The product is [CH2:1]([N:8]1[C:16]2[C:11](=[C:12]([C:17]3[CH:22]=[CH:21][C:20]([O:23][C:24]([F:27])([F:25])[F:26])=[CH:19][CH:18]=3)[CH:13]=[CH:14][CH:15]=2)[C:10]([C:28](=[O:32])[C:29]([O:36][CH2:34][CH3:35])=[O:30])=[CH:9]1)[C:2]1[CH:3]=[CH:4][CH:5]=[CH:6][CH:7]=1. The yield is 0.550. (2) The reactants are C(OC([N:8]1[CH2:13][CH2:12][CH:11]([CH2:14][O:15][C:16]2[CH:25]=[C:24]3[C:19]([C:20](=[O:34])[N:21]([CH2:26][O:27][C:28](=[O:33])[C:29]([CH3:32])([CH3:31])[CH3:30])[CH:22]=[N:23]3)=[CH:18][C:17]=2[O:35][CH3:36])[CH2:10][CH2:9]1)=O)(C)(C)C.C(O)(C(F)(F)F)=O. The catalyst is C(Cl)Cl. The product is [CH3:36][O:35][C:17]1[CH:18]=[C:19]2[C:24](=[CH:25][C:16]=1[O:15][CH2:14][CH:11]1[CH2:10][CH2:9][NH:8][CH2:13][CH2:12]1)[N:23]=[CH:22][N:21]([CH2:26][O:27][C:28](=[O:33])[C:29]([CH3:30])([CH3:31])[CH3:32])[C:20]2=[O:34]. The yield is 0.920.